This data is from Forward reaction prediction with 1.9M reactions from USPTO patents (1976-2016). The task is: Predict the product of the given reaction. Given the reactants [CH3:1][C:2]1([CH3:9])[O:6][CH:5]([CH2:7][OH:8])[CH2:4][O:3]1.[C:10](Cl)(=[O:14])[C:11]([CH3:13])=[CH2:12].C(N(CC)CC)C, predict the reaction product. The product is: [C:10]([O:8][CH2:7][CH:5]1[CH2:4][O:3][C:2]([CH3:9])([CH3:1])[O:6]1)(=[O:14])[C:11]([CH3:13])=[CH2:12].